Dataset: Forward reaction prediction with 1.9M reactions from USPTO patents (1976-2016). Task: Predict the product of the given reaction. (1) Given the reactants C[O:2][C:3](=[O:30])/[CH:4]=[CH:5]/[C:6]1[CH:7]=[C:8]2[C:26](=[CH:27][CH:28]=1)[O:25][C:11]1([CH2:16][CH2:15][N:14]([CH2:17][CH2:18][C:19]3[CH:24]=[CH:23][CH:22]=[CH:21][CH:20]=3)[CH2:13][CH2:12]1)[CH2:10][C:9]2=[O:29].Cl, predict the reaction product. The product is: [C:19]1([CH2:18][CH2:17][N:14]2[CH2:13][CH2:12][C:11]3([CH2:10][C:9](=[O:29])[C:8]4[C:26](=[CH:27][CH:28]=[C:6](/[CH:5]=[CH:4]/[C:3]([OH:30])=[O:2])[CH:7]=4)[O:25]3)[CH2:16][CH2:15]2)[CH:24]=[CH:23][CH:22]=[CH:21][CH:20]=1. (2) Given the reactants [H-].[H-].[H-].[H-].[Li+].[Al+3].[CH3:7][C:8]1[CH:9]=[C:10]([CH:14]=[CH:15][C:16]=1[C:17]1[CH:22]=[CH:21][CH:20]=[CH:19][C:18]=1[CH3:23])[C:11](O)=[O:12].O.[OH-].[K+], predict the reaction product. The product is: [CH3:7][C:8]1[CH:9]=[C:10]([CH2:11][OH:12])[CH:14]=[CH:15][C:16]=1[C:17]1[CH:22]=[CH:21][CH:20]=[CH:19][C:18]=1[CH3:23]. (3) Given the reactants [C:1]([OH:5])(=[O:4])[CH2:2][OH:3].[CH:6]1[C:11]2=[N:12][S:13][N:14]=[C:10]2[C:9]([NH:15][C:16]2[NH:20][CH2:19][CH2:18][N:17]=2)=[C:8]([Cl:21])[CH:7]=1, predict the reaction product. The product is: [CH:6]1[C:11]2=[N:12][S:13][N:14]=[C:10]2[C:9]([NH:15][C:16]2[NH:20][CH2:19][CH2:18][N:17]=2)=[C:8]([Cl:21])[CH:7]=1.[C:1]([O-:5])(=[O:4])[CH2:2][OH:3]. (4) Given the reactants [C:1]1([CH:7]([C:23]2[CH:28]=[CH:27][CH:26]=[CH:25][CH:24]=2)[N:8]2[CH2:11]C(NCC3C=CC=CC=3)(C(O)=O)[CH2:9]2)[CH:6]=[CH:5][CH:4]=[CH:3][CH:2]=1.C([N:32](CC)[CH:33]([CH3:35])[CH3:34])(C)C.C[CH:39]([NH2:41])[CH3:40].C([O:45][CH2:46][CH3:47])(=O)C, predict the reaction product. The product is: [C:23]1([CH:7]([C:1]2[CH:2]=[CH:3][CH:4]=[CH:5][CH:6]=2)[N:8]2[CH2:9][C:47]([NH:41][CH2:39][C:40]3[CH:5]=[CH:6][CH:1]=[CH:2][CH:3]=3)([C:46]([NH:32][CH:33]([CH3:34])[CH3:35])=[O:45])[CH2:11]2)[CH:24]=[CH:25][CH:26]=[CH:27][CH:28]=1. (5) Given the reactants [Cl:1][C:2]1[CH:7]=[C:6]([C:8]2[CH:13]=[CH:12][CH:11]=[CH:10][CH:9]=2)[N:5]=[C:4]([CH3:14])[N:3]=1.[NH2:15][NH2:16].C(=O)([O-])[O-].[K+].[K+], predict the reaction product. The product is: [ClH:1].[ClH:1].[ClH:1].[NH:15]([C:2]1[CH:7]=[C:6]([C:8]2[CH:13]=[CH:12][CH:11]=[CH:10][CH:9]=2)[N:5]=[C:4]([CH3:14])[N:3]=1)[NH2:16]. (6) Given the reactants [NH2:1][C:2]1[NH:6][N:5]=[C:4]([NH:7][C:8]2[CH:13]=[CH:12][CH:11]=[C:10]([Cl:14])[CH:9]=2)[C:3]=1[C:15]([NH2:17])=[O:16].[C:18]1([S:24]([N:27]2[CH:31]=[CH:30][CH:29]=[C:28]2[CH:32]=O)(=[O:26])=[O:25])[CH:23]=[CH:22][CH:21]=[CH:20][CH:19]=1, predict the reaction product. The product is: [Cl:14][C:10]1[CH:9]=[C:8]([NH:7][C:4]2[C:3]([C:15]([NH2:17])=[O:16])=[C:2]([N:1]=[CH:32][C:28]3[N:27]([S:24]([C:18]4[CH:23]=[CH:22][CH:21]=[CH:20][CH:19]=4)(=[O:26])=[O:25])[CH:31]=[CH:30][CH:29]=3)[NH:6][N:5]=2)[CH:13]=[CH:12][CH:11]=1.